From a dataset of Full USPTO retrosynthesis dataset with 1.9M reactions from patents (1976-2016). Predict the reactants needed to synthesize the given product. (1) Given the product [CH3:9][C:2]1([CH3:1])[O:3][CH2:4][CH:5]([N:25]2[CH2:24][CH2:23][C:22]3[CH:21]=[CH:20][C:19]([C:29]4[N:33]=[C:32]([C:34]5[CH:35]=[C:36]([C:44]#[N:45])[C:37]([NH:40][CH2:41][CH2:42][CH3:43])=[N:38][CH:39]=5)[O:31][N:30]=4)=[C:18]([CH3:17])[C:28]=3[CH2:27][CH2:26]2)[CH2:6][O:7]1, predict the reactants needed to synthesize it. The reactants are: [CH3:1][C:2]1([CH3:9])[O:7][CH2:6][C:5](=O)[CH2:4][O:3]1.FC(F)(F)C(O)=O.[CH3:17][C:18]1[C:28]2[CH2:27][CH2:26][NH:25][CH2:24][CH2:23][C:22]=2[CH:21]=[CH:20][C:19]=1[C:29]1[N:33]=[C:32]([C:34]2[CH:35]=[C:36]([C:44]#[N:45])[C:37]([NH:40][CH2:41][CH2:42][CH3:43])=[N:38][CH:39]=2)[O:31][N:30]=1.C(O[BH-](OC(=O)C)OC(=O)C)(=O)C.[Na+]. (2) Given the product [Cl:16][C:12]1[CH:11]=[C:10]([C:4]2[N:3]=[C:2]([CH2:30][C:27]3[CH:26]=[CH:25][C:24]([C:18]([CH3:17])([CH3:23])[C:19]([O:21][CH3:22])=[O:20])=[CH:29][CH:28]=3)[CH:7]=[C:6]([CH2:8][CH3:9])[N:5]=2)[CH:15]=[CH:14][CH:13]=1, predict the reactants needed to synthesize it. The reactants are: Cl[C:2]1[CH:7]=[C:6]([CH2:8][CH3:9])[N:5]=[C:4]([C:10]2[CH:15]=[CH:14][CH:13]=[C:12]([Cl:16])[CH:11]=2)[N:3]=1.[CH3:17][C:18]([C:24]1[CH:29]=[CH:28][C:27]([CH2:30]B2OC(C)(C)C(C)(C)O2)=[CH:26][CH:25]=1)([CH3:23])[C:19]([O:21][CH3:22])=[O:20].C([O-])([O-])=O.[Na+].[Na+].O1CCOCC1. (3) Given the product [F:15][C:14]([F:17])([F:16])[C:11]1[CH:12]=[CH:13][C:8]([C:6]2[N:5]=[CH:4][N:3]=[C:2]([O:28][C:26]3[CH:25]=[CH:24][CH:23]=[C:22]4[C:27]=3[NH:18][C:19](=[O:29])[CH:20]=[CH:21]4)[CH:7]=2)=[CH:9][CH:10]=1, predict the reactants needed to synthesize it. The reactants are: Cl[C:2]1[CH:7]=[C:6]([C:8]2[CH:13]=[CH:12][C:11]([C:14]([F:17])([F:16])[F:15])=[CH:10][CH:9]=2)[N:5]=[CH:4][N:3]=1.[N:18]1[C:27]2[C:22](=[CH:23][CH:24]=[CH:25][C:26]=2[OH:28])[CH:21]=[CH:20][C:19]=1[OH:29].N12CCCN=C1CCCCC2. (4) Given the product [O:14]=[C:12]1[C:3]2[C:4]([C:5]([O:7][CH3:8])=[O:6])=[CH:9][CH:10]=[CH:11][C:2]=2[N:1]=[CH:20][NH:21]1, predict the reactants needed to synthesize it. The reactants are: [NH2:1][C:2]1[CH:11]=[CH:10][CH:9]=[C:4]([C:5]([O:7][CH3:8])=[O:6])[C:3]=1[C:12]([O:14]C)=O.C(O)(=O)C.[CH:20](N)=[NH:21].